The task is: Predict which catalyst facilitates the given reaction.. This data is from Catalyst prediction with 721,799 reactions and 888 catalyst types from USPTO. (1) Reactant: [Cl:1][C:2]1[CH:3]=[C:4]([CH:8]([C:20]2([OH:26])[CH2:25][CH2:24][CH2:23][CH2:22][CH2:21]2)[C:9]([N:11]2[CH2:16][CH2:15][N:14](C([O-])=O)[CH2:13][CH2:12]2)=O)[CH:5]=[CH:6][CH:7]=1.B.Cl.CO. Product: [Cl:1][C:2]1[CH:3]=[C:4]([CH:8]([C:20]2([OH:26])[CH2:21][CH2:22][CH2:23][CH2:24][CH2:25]2)[CH2:9][N:11]2[CH2:16][CH2:15][NH:14][CH2:13][CH2:12]2)[CH:5]=[CH:6][CH:7]=1. The catalyst class is: 7. (2) Reactant: [CH3:1][C:2]1[C:16]([CH3:17])=[CH:15][CH:14]=[C:13]([CH3:18])[C:3]=1[O:4][C:5]1[CH:12]=[CH:11][C:8]([C:9]#[N:10])=[CH:7][CH:6]=1.C1COCC1.[H-].[Al+3].[Li+].[H-].[H-].[H-].[OH-].[Na+]. Product: [CH3:1][C:2]1[C:16]([CH3:17])=[CH:15][CH:14]=[C:13]([CH3:18])[C:3]=1[O:4][C:5]1[CH:6]=[CH:7][C:8]([CH2:9][NH2:10])=[CH:11][CH:12]=1. The catalyst class is: 97.